This data is from Reaction yield outcomes from USPTO patents with 853,638 reactions. The task is: Predict the reaction yield, written as a fraction of the theoretical maximum amount of product (1.0 means a 100% yield; for example, 0.34 means a 34% yield). The reactants are [F:1][C:2]1[CH:7]=[C:6]([C:8]([F:11])([F:10])[F:9])[CH:5]=[CH:4][C:3]=1[C@H:12]1[CH2:17][C@H:16]([C:18]2[O:22][NH:21][C:20](=[O:23])[CH:19]=2)[CH2:15][CH2:14][N:13]1C(OC)=O.Br. No catalyst specified. The product is [F:1][C:2]1[CH:7]=[C:6]([C:8]([F:9])([F:10])[F:11])[CH:5]=[CH:4][C:3]=1[C@H:12]1[CH2:17][C@H:16]([C:18]2[O:22][NH:21][C:20](=[O:23])[CH:19]=2)[CH2:15][CH2:14][NH:13]1. The yield is 0.430.